This data is from Peptide-MHC class II binding affinity with 134,281 pairs from IEDB. The task is: Regression. Given a peptide amino acid sequence and an MHC pseudo amino acid sequence, predict their binding affinity value. This is MHC class II binding data. The peptide sequence is RPGPSRGVQGFIFFF. The MHC is DRB3_0301 with pseudo-sequence DRB3_0301. The binding affinity (normalized) is 0.426.